Task: Predict the reaction yield, written as a fraction of the theoretical maximum amount of product (1.0 means a 100% yield; for example, 0.34 means a 34% yield).. Dataset: Reaction yield outcomes from USPTO patents with 853,638 reactions (1) The reactants are [F:1][C:2]1[CH:31]=[CH:30][C:5]2[N:6]=[C:7]([N:19]3[CH2:24][CH2:23][NH:22][C@@H:21]([CH2:25][CH2:26][CH2:27][O:28][CH3:29])[CH2:20]3)[C:8]3[CH:14]=[C:13]([C:15]([F:18])([F:17])[F:16])[CH:12]=[CH:11][C:9]=3[NH:10][C:4]=2[CH:3]=1.C=O.[C:34](O[BH-](OC(=O)C)OC(=O)C)(=O)C.[Na+]. The catalyst is ClC(Cl)C.C(=O)(O)[O-].[Na+]. The product is [F:1][C:2]1[CH:31]=[CH:30][C:5]2[N:6]=[C:7]([N:19]3[CH2:24][CH2:23][N:22]([CH3:34])[C@@H:21]([CH2:25][CH2:26][CH2:27][O:28][CH3:29])[CH2:20]3)[C:8]3[CH:14]=[C:13]([C:15]([F:17])([F:18])[F:16])[CH:12]=[CH:11][C:9]=3[NH:10][C:4]=2[CH:3]=1. The yield is 0.820. (2) The reactants are [CH3:1][C:2]1[C:6]2[C:7](=[O:19])[N:8]([CH2:11][CH2:12][N:13]3[CH2:18][CH2:17][CH2:16][CH2:15][CH2:14]3)[CH2:9][CH2:10][C:5]=2[NH:4][C:3]=1[CH:20]=O.[F:22][C:23]1[C:28]([F:29])=[CH:27][CH:26]=[CH:25][C:24]=1[C:30]1[CH:38]=[CH:37][CH:36]=[C:35]2[C:31]=1[CH2:32][C:33](=[O:39])[NH:34]2. No catalyst specified. The product is [F:22][C:23]1[C:28]([F:29])=[CH:27][CH:26]=[CH:25][C:24]=1[C:30]1[CH:38]=[CH:37][CH:36]=[C:35]2[C:31]=1[C:32](=[CH:20][C:3]1[NH:4][C:5]3[CH2:10][CH2:9][N:8]([CH2:11][CH2:12][N:13]4[CH2:14][CH2:15][CH2:16][CH2:17][CH2:18]4)[C:7](=[O:19])[C:6]=3[C:2]=1[CH3:1])[C:33](=[O:39])[NH:34]2. The yield is 0.707. (3) The reactants are [F:1][C:2]1[CH:37]=[CH:36][C:5]([CH2:6][N:7]2[C:16](=[O:17])[C:15]([C:18]3[NH:23][C:22]4[S:24][CH:25]=[C:26]([CH2:27][O:28]COC)[C:21]=4[S:20](=[O:33])(=[O:32])[N:19]=3)=[C:14]([OH:34])[C@H:13]3[C@@H:8]2[C@H:9]2[CH2:35][C@@H:12]3[CH2:11][CH2:10]2)=[CH:4][CH:3]=1.Cl. The catalyst is O1CCOCC1. The product is [F:1][C:2]1[CH:37]=[CH:36][C:5]([CH2:6][N:7]2[C:16](=[O:17])[C:15]([C:18]3[NH:23][C:22]4[S:24][CH:25]=[C:26]([CH2:27][OH:28])[C:21]=4[S:20](=[O:32])(=[O:33])[N:19]=3)=[C:14]([OH:34])[C@H:13]3[C@@H:8]2[C@H:9]2[CH2:35][C@@H:12]3[CH2:11][CH2:10]2)=[CH:4][CH:3]=1. The yield is 1.00. (4) The reactants are [NH2:1][C:2]1[CH:7]=[C:6]([CH3:8])[CH:5]=[CH:4][C:3]=1[S:9][C:10]1[CH:15]=[CH:14][C:13]([OH:16])=[CH:12][CH:11]=1.[C:17]1(B(O)O)[CH:22]=[CH:21][CH:20]=[CH:19][CH:18]=1.C(N(CC)CC)C. The catalyst is C(Cl)Cl.O.C([O-])(=O)C.[Cu+2].C([O-])(=O)C. The product is [CH3:8][C:6]1[CH:5]=[CH:4][C:3]([S:9][C:10]2[CH:15]=[CH:14][C:13]([O:16][C:17]3[CH:22]=[CH:21][CH:20]=[CH:19][CH:18]=3)=[CH:12][CH:11]=2)=[C:2]([NH2:1])[CH:7]=1. The yield is 0.980. (5) The reactants are C1(P(C2C=CC=CC=2)C2C=CC3C(=CC=CC=3)C=2C2C3C(=CC=CC=3)C=CC=2P(C2C=CC=CC=2)C2C=CC=CC=2)C=CC=CC=1.Br[C:48]1[CH:49]=[C:50]2[C:55](=[CH:56][CH:57]=1)[N:54]=[C:53]([CH2:58][CH:59]([CH3:61])[CH3:60])[C:52]([C:62]#[N:63])=[C:51]2[C:64]1[CH:69]=[CH:68][C:67]([CH3:70])=[CH:66][CH:65]=1.[CH2:71]([NH2:74])[CH2:72][NH2:73].CC(C)([O-])C.[Na+].[C:81](OC(OC(C)(C)C)=O)([O:83][C:84]([CH3:87])([CH3:86])[CH3:85])=[O:82]. The yield is 0.700. The catalyst is C([O-])(=O)C.[Pd+2].C([O-])(=O)C.C1(C)C=CC=CC=1. The product is [C:62]([C:52]1[C:53]([CH2:58][CH:59]([CH3:61])[CH3:60])=[N:54][C:55]2[C:50]([C:51]=1[C:64]1[CH:69]=[CH:68][C:67]([CH3:70])=[CH:66][CH:65]=1)=[CH:49][C:48]([NH:73][CH2:72][CH2:71][NH:74][C:81](=[O:82])[O:83][C:84]([CH3:87])([CH3:86])[CH3:85])=[CH:57][CH:56]=2)#[N:63]. (6) The reactants are [F:1][C:2]1[CH:22]=[CH:21][C:5]([CH2:6][O:7][C:8]2[C:9]([CH3:20])=[CH:10][C:11]([C:14](N(OC)C)=[O:15])=[N:12][CH:13]=2)=[CH:4][CH:3]=1.[H-].[Al+3].[Li+].[H-].[H-].[H-]. No catalyst specified. The product is [F:1][C:2]1[CH:22]=[CH:21][C:5]([CH2:6][O:7][C:8]2[C:9]([CH3:20])=[CH:10][C:11]([CH:14]=[O:15])=[N:12][CH:13]=2)=[CH:4][CH:3]=1. The yield is 0.970. (7) The reactants are [N+]([C:3]1[CH:4]=[N:5][C:6]2[C:11]([CH:12]=1)=[CH:10][C:9]([CH2:13][C:14]1[CH:15]=[C:16]([CH:20]=[CH:21][N:22]=1)[C:17]([OH:19])=O)=[CH:8][CH:7]=2)#[C-].[Cl:23][C:24]1[C:32]2[C:27](=[CH:28][C:29]([F:35])=[C:30](NC)[CH:31]=2)[NH:26][CH:25]=1.C1C=CC2N(O)N=[N:42][C:40]=2C=1.C[CH2:47][N:48]=C=NCCCN(C)C.CCN(CC)CC. The catalyst is CN(C=O)C.O. The product is [Cl:23][C:24]1[C:32]2[C:27](=[CH:28][C:29]([F:35])=[C:30]([CH2:47][NH:48][C:17](=[O:19])[C:16]3[CH:20]=[CH:21][N:22]=[C:14]([CH2:13][C:9]4[CH:10]=[C:11]5[C:6](=[CH:7][CH:8]=4)[N:5]=[CH:4][C:3]([C:40]#[N:42])=[CH:12]5)[CH:15]=3)[CH:31]=2)[NH:26][CH:25]=1. The yield is 0.0900. (8) The reactants are Br[C:2]1[CH:3]=[C:4]([C:8]2[C:9]3[N:10]([C:17]([C:20]([F:23])([F:22])[F:21])=[CH:18][N:19]=3)[CH:11]=[C:12]([C:14]([NH2:16])=[O:15])[N:13]=2)[CH:5]=[CH:6][CH:7]=1.[C:24]([C@:26]1([OH:33])[CH2:30][CH2:29][N:28]([CH3:31])[C:27]1=[O:32])#[CH:25]. No catalyst specified. The product is [OH:33][C@@:26]1([C:24]#[C:25][C:2]2[CH:3]=[C:4]([C:8]3[C:9]4[N:10]([C:17]([C:20]([F:23])([F:21])[F:22])=[CH:18][N:19]=4)[CH:11]=[C:12]([C:14]([NH2:16])=[O:15])[N:13]=3)[CH:5]=[CH:6][CH:7]=2)[CH2:30][CH2:29][N:28]([CH3:31])[C:27]1=[O:32]. The yield is 0.260. (9) The reactants are Br[C:2]1[C:14]([CH3:15])=[CH:13][C:5]([O:6][CH:7]2[CH2:12][CH2:11][S:10][CH2:9][CH2:8]2)=[CH:4][C:3]=1[CH3:16].CCCCCC.C([Li])CCC.[B:28](OC(C)C)([O:33]C(C)C)[O:29]C(C)C.Cl. The yield is 0.710. The product is [CH3:16][C:3]1[CH:4]=[C:5]([O:6][CH:7]2[CH2:12][CH2:11][S:10][CH2:9][CH2:8]2)[CH:13]=[C:14]([CH3:15])[C:2]=1[B:28]([OH:33])[OH:29]. The catalyst is O1CCCC1. (10) The reactants are [CH3:1][O:2][C:3]1[C:12]2[NH:11][C:10](=[O:13])[CH2:9][CH2:8][C:7]=2[C:6]([CH:14]=[O:15])=[CH:5][CH:4]=1.[H-].[Na+].[H][H].[CH2:20](I)[CH3:21].Cl. The catalyst is CN(C=O)C.C(Cl)Cl. The product is [CH3:1][O:2][C:3]1[C:12]2[N:11]([CH2:20][CH3:21])[C:10](=[O:13])[CH2:9][CH2:8][C:7]=2[C:6]([CH:14]=[O:15])=[CH:5][CH:4]=1. The yield is 0.910.